From a dataset of Reaction yield outcomes from USPTO patents with 853,638 reactions. Predict the reaction yield, written as a fraction of the theoretical maximum amount of product (1.0 means a 100% yield; for example, 0.34 means a 34% yield). (1) The reactants are C([O:4][CH2:5][C:6]1[CH:7]=[C:8]2[CH:14]=[CH:13][O:12][C:9]2=[CH:10][N:11]=1)(=O)C.C([O-])([O-])=O.[K+].[K+].O.C(Cl)[Cl:23]. No catalyst specified. The product is [Cl:23][C:14]1[C:8]2[C:9](=[CH:10][N:11]=[C:6]([CH2:5][OH:4])[CH:7]=2)[O:12][CH:13]=1. The yield is 0.680. (2) The reactants are [OH:1][C:2]1[CH:10]=[C:9]2[C:5]([CH2:6][CH2:7][N:8]2[C:11]2[N:15]([CH3:16])[N:14]=[C:13]([CH3:17])[C:12]=2[CH:18]=[O:19])=[CH:4][CH:3]=1.CI.[C:22](=O)([O-])[O-].[K+].[K+]. The catalyst is CC(C)=O. The product is [CH3:22][O:1][C:2]1[CH:10]=[C:9]2[C:5]([CH2:6][CH2:7][N:8]2[C:11]2[N:15]([CH3:16])[N:14]=[C:13]([CH3:17])[C:12]=2[CH:18]=[O:19])=[CH:4][CH:3]=1. The yield is 0.890. (3) The reactants are C[O:2][C:3](=[O:15])[C@@H:4]([OH:14])[CH2:5][S:6][CH2:7][C:8]1[CH:13]=[CH:12][CH:11]=[CH:10][CH:9]=1.[OH-].[Li+]. No catalyst specified. The product is [CH2:7]([S:6][CH2:5][C@H:4]([OH:14])[C:3]([OH:15])=[O:2])[C:8]1[CH:13]=[CH:12][CH:11]=[CH:10][CH:9]=1. The yield is 0.460. (4) The reactants are [CH3:1][C:2]1[CH:10]=[C:6]([C:7]([OH:9])=O)[C:5]([OH:11])=[CH:4][CH:3]=1.[F:12][C:13]([F:26])([F:25])[C:14]1[CH:20]=[CH:19][C:18]([C:21]([F:24])([F:23])[F:22])=[CH:17][C:15]=1[NH2:16]. No catalyst specified. The product is [F:12][C:13]([F:25])([F:26])[C:14]1[CH:20]=[CH:19][C:18]([C:21]([F:23])([F:24])[F:22])=[CH:17][C:15]=1[NH:16][C:7](=[O:9])[C:6]1[CH:10]=[C:2]([CH3:1])[CH:3]=[CH:4][C:5]=1[OH:11]. The yield is 0.0150. (5) The reactants are [CH3:1][C:2]([CH2:4][CH2:5][C:6]1[NH:7][C:8]2[C:13]([CH:14]=1)=[CH:12][CH:11]=[CH:10][CH:9]=2)=[CH2:3]. The catalyst is [Pd].C(O)C. The product is [CH3:1][CH:2]([CH3:3])[CH2:4][CH2:5][C:6]1[NH:7][C:8]2[C:13]([CH:14]=1)=[CH:12][CH:11]=[CH:10][CH:9]=2. The yield is 0.590. (6) The reactants are [Br:1][C:2]1[C:17]([CH3:18])=[CH:16][C:5]2[N:6]([CH:10]3[CH2:15][CH2:14][NH:13][CH2:12][CH2:11]3)[C:7](=[O:9])[NH:8][C:4]=2[CH:3]=1.[O:19]1[CH2:24][CH2:23][C:22](=O)[CH2:21][CH2:20]1.C(O[BH-](OC(=O)C)OC(=O)C)(=O)C.[Na+].C(N(CC)CC)C. The catalyst is ClCCl. The product is [Br:1][C:2]1[C:17]([CH3:18])=[CH:16][C:5]2[N:6]([CH:10]3[CH2:11][CH2:12][N:13]([CH:22]4[CH2:23][CH2:24][O:19][CH2:20][CH2:21]4)[CH2:14][CH2:15]3)[C:7](=[O:9])[NH:8][C:4]=2[CH:3]=1. The yield is 0.260. (7) The reactants are CC1N=C(N2CCN(C3C=CC=CC=3)C2=O)SC=1C(OCC)=O.[Cl:24][C:25]1[CH:51]=[CH:50][C:28]2[S:29][CH:30]=[C:31]([CH2:32][N:33]3[CH2:37][CH2:36][N:35]([C:38]4[S:39][C:40]([C:44]([O:46]CC)=[O:45])=[C:41]([CH3:43])[N:42]=4)[C:34]3=[O:49])[C:27]=2[CH:26]=1. No catalyst specified. The product is [Cl:24][C:25]1[CH:51]=[CH:50][C:28]2[S:29][CH:30]=[C:31]([CH2:32][N:33]3[CH2:37][CH2:36][N:35]([C:38]4[S:39][C:40]([C:44]([OH:46])=[O:45])=[C:41]([CH3:43])[N:42]=4)[C:34]3=[O:49])[C:27]=2[CH:26]=1. The yield is 0.590. (8) The reactants are [BH3-]C#N.[Na+].[NH2:5][C:6]1[CH:11]=[CH:10][C:9]([C:12]2[CH:17]=[CH:16][CH:15]=[CH:14][CH:13]=2)=[CH:8][C:7]=1[O:18][C:19]1[CH:26]=[CH:25][C:22]([C:23]#[N:24])=[CH:21][CH:20]=1.[C:27]([N:34]1[CH2:40][CH2:39][CH2:38][C@H:35]1[CH:36]=O)([O:29][C:30]([CH3:33])([CH3:32])[CH3:31])=[O:28]. The catalyst is CO.CC(O)=O. The product is [C:30]([O:29][C:27]([N:34]1[CH2:40][CH2:39][CH2:38][C@H:35]1[CH2:36][NH:5][C:6]1[CH:11]=[CH:10][C:9]([C:12]2[CH:13]=[CH:14][CH:15]=[CH:16][CH:17]=2)=[CH:8][C:7]=1[O:18][C:19]1[CH:20]=[CH:21][C:22]([C:23]#[N:24])=[CH:25][CH:26]=1)=[O:28])([CH3:33])([CH3:31])[CH3:32]. The yield is 0.710.